This data is from Human Reference Interactome with 51,813 positive PPI pairs across 8,248 proteins, plus equal number of experimentally-validated negative pairs. The task is: Binary Classification. Given two protein amino acid sequences, predict whether they physically interact or not. Protein 1 (ENSG00000187678) has sequence MLSPLPTGPLEACFSVQSRTSSPMEPPIPQSAPLTPNSVMVQPLLDSRMSHSRLQHPLTILPIDQVKTSHVENDYIDNPSLALTTGPKRTRGGAPELAPTPARCDQDVTHHWISFSGRPSSVSSSSSTSSDQRLLDHMAPPPVADQASPRAVRIQPKVVHCQPLDLKGPAVPPELDKHFLLCEACGKCKCKECASPRTLPSCWVCNQECLCSAQTLVNYGTCMCLVQGIFYHCTNEDDEGSCADHPCSCSRSNCCARWSFMGALSVVLPCLLCYLPATGCVKLAQRGYDRLRRPGCRCKH.... Protein 2 (ENSG00000008394) has sequence MVDLTQVMDDEVFMAFASYATIILSKMMLMSTATAFYRLTRKVFANPEDCVAFGKGENAKKYLRTDDRVERVRRAHLNDLENIIPFLGIGLLYSLSGPDPSTAILHFRLFVGARIYHTIAYLTPLPQPNRALSFFVGYGVTLSMAYRLLKSKLYL*MVDLTQVMDDEVFMAFASYATIILSKMMLMSTATAFYRLTRKSPPE*MVDLTQVFANPEDCVAFGKGENAKKYLRTDDRVERVRRAHLNDLENIIPFLGIGLLYSLSGPDPSTAILHFRLFVGARIYHTIAYLTPLPQPNRALS.... Result: 0 (the proteins do not interact).